This data is from Catalyst prediction with 721,799 reactions and 888 catalyst types from USPTO. The task is: Predict which catalyst facilitates the given reaction. (1) Reactant: [Cl:1][C:2]1[C:10]2[NH:9][N:8]=[CH:7][C:6]=2[C:5]2[CH2:11][N:12]3[C:19]([C:20]4([C:23]([F:26])([F:25])[F:24])[CH2:22][CH2:21]4)=[CH:18][N:17]=[C:13]3[C@H:14]([NH2:16])[CH2:15][C:4]=2[CH:3]=1.C(N(CC)CC)C.Cl[C:35](OC1C=CC([N+]([O-])=O)=CC=1)=[O:36].Cl.Cl.[NH:49]1[CH2:54][CH2:53][CH:52]([N:55]2[C:63]3[C:58](=[N:59][CH:60]=[CH:61][CH:62]=3)[NH:57][C:56]2=[O:64])[CH2:51][CH2:50]1. Product: [Cl:1][C:2]1[C:10]2[NH:9][N:8]=[CH:7][C:6]=2[C:5]2[CH2:11][N:12]3[C:19]([C:20]4([C:23]([F:24])([F:25])[F:26])[CH2:21][CH2:22]4)=[CH:18][N:17]=[C:13]3[C@H:14]([NH:16][C:35]([N:49]3[CH2:50][CH2:51][CH:52]([N:55]4[C:63]5[C:58](=[N:59][CH:60]=[CH:61][CH:62]=5)[NH:57][C:56]4=[O:64])[CH2:53][CH2:54]3)=[O:36])[CH2:15][C:4]=2[CH:3]=1. The catalyst class is: 813. (2) Reactant: [CH2:1]([O:3][C:4]([C:6]1([NH:11][C:12]([CH:14]2[NH:18][CH2:17][CH:16]([O:19][C:20](=[O:30])[C:21]3[CH:26]=[CH:25][C:24]([N+:27]([O-:29])=[O:28])=[CH:23][CH:22]=3)[CH2:15]2)=[O:13])[CH2:8][CH:7]1[CH:9]=[CH2:10])=[O:5])[CH3:2].[C:31]([O-:34])(O)=O.[Na+].C(Cl)(Cl)=O.[CH2:40]([NH:47][CH2:48][C:49]1[CH:54]=[CH:53][C:52]([O:55][CH3:56])=[CH:51][CH:50]=1)[CH2:41][CH2:42][CH2:43][CH2:44][CH:45]=[CH2:46]. Product: [CH2:1]([O:3][C:4]([C:6]1([NH:11][C:12]([CH:14]2[N:18]([C:31](=[O:34])[N:47]([CH2:40][CH2:41][CH2:42][CH2:43][CH2:44][CH:45]=[CH2:46])[CH2:48][C:49]3[CH:54]=[CH:53][C:52]([O:55][CH3:56])=[CH:51][CH:50]=3)[CH2:17][CH:16]([O:19][C:20](=[O:30])[C:21]3[CH:22]=[CH:23][C:24]([N+:27]([O-:29])=[O:28])=[CH:25][CH:26]=3)[CH2:15]2)=[O:13])[CH2:8][CH:7]1[CH:9]=[CH2:10])=[O:5])[CH3:2]. The catalyst class is: 1. (3) Reactant: [CH:1]1([N:7]2[C:13](=[O:14])[C@@H:12]([NH:15]C(=O)OCC3C=CC=CC=3)[C@H:11]([C:26]3[CH:31]=[C:30]([F:32])[CH:29]=[CH:28][C:27]=3[F:33])[S:10][C:9]3[CH:34]=[CH:35][CH:36]=[CH:37][C:8]2=3)[CH2:6][CH2:5][CH2:4][CH:3]=[CH:2]1. Product: [NH2:15][C@H:12]1[C@H:11]([C:26]2[CH:31]=[C:30]([F:32])[CH:29]=[CH:28][C:27]=2[F:33])[S:10][C:9]2[CH:34]=[CH:35][CH:36]=[CH:37][C:8]=2[N:7]([CH:1]2[CH2:6][CH2:5][CH2:4][CH2:3][CH2:2]2)[C:13]1=[O:14]. The catalyst class is: 331. (4) Reactant: [F:1][C:2]1[CH:7]=[CH:6][C:5]([C@H:8]([CH3:25])[CH2:9][NH:10][C:11]2[S:15][N:14]=[C:13]([CH2:16][C:17]3[CH:22]=[CH:21][CH:20]=[C:19]([O:23]C)[CH:18]=3)[N:12]=2)=[CH:4][CH:3]=1.B(Br)(Br)Br. Product: [F:1][C:2]1[CH:7]=[CH:6][C:5]([C@H:8]([CH3:25])[CH2:9][NH:10][C:11]2[S:15][N:14]=[C:13]([CH2:16][C:17]3[CH:18]=[C:19]([OH:23])[CH:20]=[CH:21][CH:22]=3)[N:12]=2)=[CH:4][CH:3]=1. The catalyst class is: 2. (5) Reactant: C[Si]([N-][Si](C)(C)C)(C)C.[Li+].F[C:12]1[CH:17]=[C:16]([O:18][CH3:19])[CH:15]=[CH:14][C:13]=1[C:20]1[NH:29][C:28](=[O:30])[C:27]2[C:22](=[CH:23][C:24]([O:33][CH3:34])=[CH:25][C:26]=2[O:31][CH3:32])[N:21]=1.[CH:35]([NH:38][CH2:39][CH2:40][CH2:41][NH2:42])([CH3:37])[CH3:36]. The catalyst class is: 598. Product: [CH:35]([NH:38][CH2:39][CH2:40][CH2:41][NH:42][C:12]1[CH:17]=[C:16]([O:18][CH3:19])[CH:15]=[CH:14][C:13]=1[C:20]1[NH:29][C:28](=[O:30])[C:27]2[C:22](=[CH:23][C:24]([O:33][CH3:34])=[CH:25][C:26]=2[O:31][CH3:32])[N:21]=1)([CH3:37])[CH3:36].